This data is from Full USPTO retrosynthesis dataset with 1.9M reactions from patents (1976-2016). The task is: Predict the reactants needed to synthesize the given product. (1) Given the product [Cl:3][C:4]1[S:8][C:7]([C:9]2[N:10]=[C:11]([O:19][C:20]3[CH:25]=[CH:24][C:23]([CH2:26][C:27]([OH:29])=[O:28])=[CH:22][CH:21]=3)[C:12]3[CH2:18][S:17][CH2:16][CH2:15][C:13]=3[N:14]=2)=[CH:6][CH:5]=1, predict the reactants needed to synthesize it. The reactants are: [OH-].[Na+].[Cl:3][C:4]1[S:8][C:7]([C:9]2[N:10]=[C:11]([O:19][C:20]3[CH:25]=[CH:24][C:23]([CH2:26][C:27]([O:29]C)=[O:28])=[CH:22][CH:21]=3)[C:12]3[CH2:18][S:17][CH2:16][CH2:15][C:13]=3[N:14]=2)=[CH:6][CH:5]=1. (2) Given the product [Cl:36][C:37]1[CH:38]=[CH:39][C:40]2[N:46]3[CH:47]=[CH:48][CH:49]=[C:45]3[C@@H:44]([CH2:50][CH2:51][N:52]3[CH:56]=[C:55]([CH2:57][CH2:58][C:59]([OH:61])=[O:60])[N:54]=[N:53]3)[O:43][C@H:42]([C:63]3[CH:68]=[CH:67][CH:66]=[C:65]([O:69][CH3:70])[C:64]=3[O:71][CH3:72])[C:41]=2[CH:73]=1, predict the reactants needed to synthesize it. The reactants are: ClC1C=CC2N3C=CC=C3[C@@H](CCN3C=C(C(O)=O)N=N3)O[C@H](C3C=CC=C(OC)C=3OC)C=2C=1.[Cl:36][C:37]1[CH:38]=[CH:39][C:40]2[N:46]3[CH:47]=[CH:48][CH:49]=[C:45]3[C@@H:44]([CH2:50][CH2:51][N:52]3[CH:56]=[C:55]([CH2:57][CH2:58][C:59]([O:61]C)=[O:60])[N:54]=[N:53]3)[O:43][C@H:42]([C:63]3[CH:68]=[CH:67][CH:66]=[C:65]([O:69][CH3:70])[C:64]=3[O:71][CH3:72])[C:41]=2[CH:73]=1.C(=O)([O-])[O-].[K+].[K+]. (3) The reactants are: [CH3:1][O:2][C@H:3]1[C@@H:7]2[O:8][C:9]([CH3:12])([CH3:11])[O:10][C@@H:6]2[C@@H:5]([C:13]([O:15][N:16]=[C:17]([NH2:20])[CH2:18][CH3:19])=O)[O:4]1. Given the product [CH3:1][O:2][C@H:3]1[C@@H:7]2[O:8][C:9]([CH3:12])([CH3:11])[O:10][C@@H:6]2[C@@H:5]([C:13]2[O:15][N:16]=[C:17]([CH2:18][CH3:19])[N:20]=2)[O:4]1, predict the reactants needed to synthesize it. (4) Given the product [CH3:1][O:2][C:3]1[C:12]([NH:13][C:14]([N:31]2[CH2:30][CH2:29][N:28]([C:25]3[CH:24]=[CH:23][C:22]([F:21])=[CH:27][CH:26]=3)[CH2:33][CH2:32]2)=[O:18])=[N:11][C:10]2[C:5](=[CH:6][CH:7]=[C:8]([O:19][CH3:20])[CH:9]=2)[N:4]=1, predict the reactants needed to synthesize it. The reactants are: [CH3:1][O:2][C:3]1[C:12]([NH:13][C:14](=[O:18])OCC)=[N:11][C:10]2[C:5](=[CH:6][CH:7]=[C:8]([O:19][CH3:20])[CH:9]=2)[N:4]=1.[F:21][C:22]1[CH:27]=[CH:26][C:25]([N:28]2[CH2:33][CH2:32][NH:31][CH2:30][CH2:29]2)=[CH:24][CH:23]=1. (5) Given the product [CH:31]([OH:33])=[O:32].[NH2:17][C:10]1[CH2:11][O:12][CH2:13][C:14]([F:15])([F:16])[C@:8]([C:6]2[CH:7]=[C:2]([NH:1][C:31](=[O:32])[C:28]3[CH:27]=[CH:26][C:25]([C:24]#[C:23][CH:20]4[CH2:22][CH2:21]4)=[CH:30][N:29]=3)[CH:3]=[CH:4][C:5]=2[F:19])([CH3:18])[N:9]=1, predict the reactants needed to synthesize it. The reactants are: [NH2:1][C:2]1[CH:3]=[CH:4][C:5]([F:19])=[C:6]([C@:8]2([CH3:18])[C:14]([F:16])([F:15])[CH2:13][O:12][CH2:11][C:10]([NH2:17])=[N:9]2)[CH:7]=1.[CH:20]1([C:23]#[C:24][C:25]2[CH:26]=[CH:27][C:28]([C:31]([OH:33])=[O:32])=[N:29][CH:30]=2)[CH2:22][CH2:21]1. (6) Given the product [NH2:1][C:4]1[CH:5]=[CH:6][C:7]([CH2:10][CH2:11][CH2:12][C:13]2[N:14]([C:18]([O:20][C:21]([CH3:24])([CH3:23])[CH3:22])=[O:19])[CH:15]=[CH:16][N:17]=2)=[N:8][CH:9]=1, predict the reactants needed to synthesize it. The reactants are: [N+:1]([C:4]1[CH:5]=[CH:6][C:7]([CH2:10][CH2:11][CH2:12][C:13]2[N:14]([C:18]([O:20][C:21]([CH3:24])([CH3:23])[CH3:22])=[O:19])[CH:15]=[CH:16][N:17]=2)=[N:8][CH:9]=1)([O-])=O. (7) Given the product [F:14][C:15]1[CH:20]=[CH:19][C:18]([NH:21][C:2]2[C:7]([C:8]3[CH:13]=[CH:12][N:11]=[CH:10][N:9]=3)=[CH:6][CH:5]=[CH:4][N:3]=2)=[CH:17][C:16]=1[N+:22]([O-:24])=[O:23], predict the reactants needed to synthesize it. The reactants are: Cl[C:2]1[C:7]([C:8]2[CH:13]=[CH:12][N:11]=[CH:10][N:9]=2)=[CH:6][CH:5]=[CH:4][N:3]=1.[F:14][C:15]1[CH:20]=[CH:19][C:18]([NH2:21])=[CH:17][C:16]=1[N+:22]([O-:24])=[O:23].C1C=CC(P(C2C(C3C(P(C4C=CC=CC=4)C4C=CC=CC=4)=CC=C4C=3C=CC=C4)=C3C(C=CC=C3)=CC=2)C2C=CC=CC=2)=CC=1.C([O-])([O-])=O.[K+].[K+]. (8) Given the product [CH2:8]([C:4]1[CH:3]=[C:2]([C:18]#[C:17][CH2:16][O:19][CH:20]2[CH2:25][CH2:24][CH2:23][CH2:22][O:21]2)[CH:7]=[CH:6][CH:5]=1)[CH3:9], predict the reactants needed to synthesize it. The reactants are: Br[C:2]1[CH:7]=[CH:6][CH:5]=[C:4]([CH2:8][CH3:9])[CH:3]=1.C(=O)([O-])[O-].[Cs+].[Cs+].[CH2:16]([O:19][CH:20]1[CH2:25][CH2:24][CH2:23][CH2:22][O:21]1)[C:17]#[CH:18].C1(P(C2CCCCC2)C2C=CC=CC=2C2C(C(C)C)=CC(C(C)C)=CC=2C(C)C)CCCCC1. (9) The reactants are: [CH:1]1[C:6]([C:7]([CH2:9]Br)=O)=[CH:5][CH:4]=[C:3]([C:11]([F:14])([F:13])[F:12])[CH:2]=1.[CH3:15][C:16]1([CH3:25])[O:20][CH:19]([CH2:21][C:22]([NH2:24])=[O:23])[CH2:18][O:17]1. Given the product [CH3:15][C:16]1([CH3:25])[O:20][CH:19]([CH2:21][C:22]2[O:23][CH:9]=[C:7]([C:6]3[CH:5]=[CH:4][C:3]([C:11]([F:14])([F:13])[F:12])=[CH:2][CH:1]=3)[N:24]=2)[CH2:18][O:17]1, predict the reactants needed to synthesize it.